Dataset: Human intestinal absorption (HIA) binary classification data from Hou et al.. Task: Regression/Classification. Given a drug SMILES string, predict its absorption, distribution, metabolism, or excretion properties. Task type varies by dataset: regression for continuous measurements (e.g., permeability, clearance, half-life) or binary classification for categorical outcomes (e.g., BBB penetration, CYP inhibition). Dataset: hia_hou. (1) The compound is CC(=O)Oc1ccc2c3c1O[C@H]1[C@H](OC(C)=O)C=C[C@H]4[C@H](C2)N(C)CCC[C@@]341. The result is 1 (good absorption). (2) The compound is Cc1cccc(C)c1OC[C@H](C)N. The result is 1 (good absorption). (3) The drug is O=C(O)Cc1ccccc1Oc1ccc(Cl)cc1Cl. The result is 1 (good absorption). (4) The molecule is CN1C[C@@H](C(=O)N[C@]2(C)O[C@@]3(O)[C@@H]4CCCN4C(=O)[C@@H](Cc4ccccc4)N3C2=O)C=C2c3cccc4[nH]cc(c34)C[C@@H]21. The result is 1 (good absorption). (5) The molecule is CC(C)NC[C@H](O)COc1ccc(COCCOC(C)C)cc1. The result is 1 (good absorption).